From a dataset of Forward reaction prediction with 1.9M reactions from USPTO patents (1976-2016). Predict the product of the given reaction. The product is: [C:1]([O:5][C:6]([N:8]1[CH2:13][CH2:12][CH:11]([C:14]2[CH:19]=[CH:18][CH:17]=[CH:16][C:15]=2[CH2:20][O:21][C:34]2[C:33]([F:32])=[CH:38][C:37]([F:39])=[CH:36][C:35]=2[F:40])[CH2:10][CH2:9]1)=[O:7])([CH3:4])([CH3:3])[CH3:2]. Given the reactants [C:1]([O:5][C:6]([N:8]1[CH2:13][CH2:12][CH:11]([C:14]2[CH:19]=[CH:18][CH:17]=[CH:16][C:15]=2[CH2:20][O:21]S(C)(=O)=O)[CH2:10][CH2:9]1)=[O:7])([CH3:4])([CH3:3])[CH3:2].C([O-])([O-])=O.[K+].[K+].[F:32][C:33]1[CH:38]=[C:37]([F:39])[CH:36]=[C:35]([F:40])[C:34]=1O, predict the reaction product.